Task: Predict the reactants needed to synthesize the given product.. Dataset: Full USPTO retrosynthesis dataset with 1.9M reactions from patents (1976-2016) (1) Given the product [CH2:1]([O:3][C:4](=[O:14])[C@@H:5]([O:3][CH2:1][CH3:2])[CH2:6][C:7]1[CH:12]=[CH:11][C:10]([O:14][CH2:4]/[CH:5]=[CH:6]/[C:7]2[CH:12]=[CH:11][C:10]([C:17]3[CH:18]=[CH:19][CH:20]=[C:21]([Cl:22])[C:16]=3[Cl:15])=[CH:9][CH:8]=2)=[CH:9][CH:8]=1)[CH3:2], predict the reactants needed to synthesize it. The reactants are: [CH2:1]([O:3][C:4](=[O:14])/[CH:5]=[CH:6]/[C:7]1[CH:12]=[CH:11][C:10](Br)=[CH:9][CH:8]=1)[CH3:2].[Cl:15][C:16]1[C:21]([Cl:22])=[CH:20][CH:19]=[CH:18][C:17]=1B(O)O. (2) Given the product [C:1]([N:5]([CH3:32])[C:6]([C:8]1[N:9]=[C:10]([C:27]2[S:28][CH:29]=[CH:30][CH:31]=2)[N:11]2[C:20]3[C:15](=[CH:16][C:17]([O:25][CH3:26])=[C:18]([C:21]4[O:22][C:38](=[O:39])[NH:24][N:23]=4)[CH:19]=3)[CH2:14][CH2:13][C:12]=12)=[O:7])([CH3:3])([CH3:4])[CH3:2], predict the reactants needed to synthesize it. The reactants are: [C:1]([N:5]([CH3:32])[C:6]([C:8]1[N:9]=[C:10]([C:27]2[S:28][CH:29]=[CH:30][CH:31]=2)[N:11]2[C:20]3[C:15](=[CH:16][C:17]([O:25][CH3:26])=[C:18]([C:21]([NH:23][NH2:24])=[O:22])[CH:19]=3)[CH2:14][CH2:13][C:12]=12)=[O:7])([CH3:4])([CH3:3])[CH3:2].N1([C:38](N2C=CN=C2)=[O:39])C=CN=C1. (3) Given the product [N:10]12[CH2:15][CH2:14][CH:13]([CH2:12][CH2:11]1)[C@H:8]([NH:7][C:28]([C:25]1[CH:24]=[CH:23][C:22]([C:21]([F:20])([F:32])[F:31])=[CH:27][N:26]=1)=[O:30])[CH2:9]2, predict the reactants needed to synthesize it. The reactants are: COC1C=CC=CC=1C([NH:7][C@H:8]1[CH:13]2[CH2:14][CH2:15][N:10]([CH2:11][CH2:12]2)[CH2:9]1)=O.[F:20][C:21]([F:32])([F:31])[C:22]1[CH:23]=[CH:24][C:25]([C:28]([OH:30])=O)=[N:26][CH:27]=1. (4) Given the product [Br:7][C:8]1[CH:13]=[CH:12][N:11]=[C:10]([NH:14][C:4]([CH:1]2[CH2:3][CH2:2]2)=[O:5])[CH:9]=1, predict the reactants needed to synthesize it. The reactants are: [CH:1]1([C:4](Cl)=[O:5])[CH2:3][CH2:2]1.[Br:7][C:8]1[CH:13]=[CH:12][N:11]=[C:10]([NH2:14])[CH:9]=1.O. (5) Given the product [O:1]1[CH:5]=[CH:4][C:3]([CH2:6][O:7][C:8]2[NH:12][N:11]=[C:10]([NH:13][C:15]3[CH:20]=[CH:19][N:18]=[C:17]([NH:21][CH2:22][C:23]4[O:27][N:26]=[C:25]([CH3:28])[CH:24]=4)[N:16]=3)[CH:9]=2)=[CH:2]1, predict the reactants needed to synthesize it. The reactants are: [O:1]1[CH:5]=[CH:4][C:3]([CH2:6][O:7][C:8]2[NH:12][N:11]=[C:10]([NH2:13])[CH:9]=2)=[CH:2]1.Cl[C:15]1[CH:20]=[CH:19][N:18]=[C:17]([NH:21][CH2:22][C:23]2[O:27][N:26]=[C:25]([CH3:28])[CH:24]=2)[N:16]=1. (6) Given the product [N:12]1[C:13]2[C:8](=[CH:7][C:6]([CH:4]=[O:5])=[CH:15][CH:14]=2)[N:9]=[CH:10][CH:11]=1, predict the reactants needed to synthesize it. The reactants are: CON(C)[C:4]([C:6]1[CH:7]=[C:8]2[C:13](=[CH:14][CH:15]=1)[N:12]=[CH:11][CH:10]=[N:9]2)=[O:5].CC(C[AlH]CC(C)C)C. (7) Given the product [Cl:1][C:2]1[CH:3]=[C:4]2[C:8](=[CH:9][CH:10]=1)[NH:7][C:6]([C:11]([NH:37][CH2:36][C:28]1[CH:27]=[C:26]([CH:31]=[CH:30][C:29]=1[C:32]([F:33])([F:34])[F:35])[O:25][C:22]1[CH:23]=[CH:24][C:19]([CH2:18][CH2:17][C:16]([OH:39])=[O:15])=[C:20]([CH3:38])[CH:21]=1)=[O:13])=[CH:5]2, predict the reactants needed to synthesize it. The reactants are: [Cl:1][C:2]1[CH:3]=[C:4]2[C:8](=[CH:9][CH:10]=1)[NH:7][C:6]([C:11]([OH:13])=O)=[CH:5]2.C[O:15][C:16](=[O:39])[CH2:17][CH2:18][C:19]1[CH:24]=[CH:23][C:22]([O:25][C:26]2[CH:31]=[CH:30][C:29]([C:32]([F:35])([F:34])[F:33])=[C:28]([CH2:36][NH2:37])[CH:27]=2)=[CH:21][C:20]=1[CH3:38].